Dataset: NCI-60 drug combinations with 297,098 pairs across 59 cell lines. Task: Regression. Given two drug SMILES strings and cell line genomic features, predict the synergy score measuring deviation from expected non-interaction effect. (1) Drug 1: CCC(=C(C1=CC=CC=C1)C2=CC=C(C=C2)OCCN(C)C)C3=CC=CC=C3.C(C(=O)O)C(CC(=O)O)(C(=O)O)O. Drug 2: CC12CCC3C(C1CCC2OP(=O)(O)O)CCC4=C3C=CC(=C4)OC(=O)N(CCCl)CCCl.[Na+]. Cell line: SF-295. Synergy scores: CSS=0.546, Synergy_ZIP=-1.50, Synergy_Bliss=-3.57, Synergy_Loewe=-5.64, Synergy_HSA=-5.16. (2) Drug 1: C1=CC(=CC=C1CCC2=CNC3=C2C(=O)NC(=N3)N)C(=O)NC(CCC(=O)O)C(=O)O. Drug 2: C1C(C(OC1N2C=NC3=C(N=C(N=C32)Cl)N)CO)O. Cell line: BT-549. Synergy scores: CSS=20.7, Synergy_ZIP=-5.35, Synergy_Bliss=-0.659, Synergy_Loewe=2.83, Synergy_HSA=3.56. (3) Drug 1: CC1C(C(=O)NC(C(=O)N2CCCC2C(=O)N(CC(=O)N(C(C(=O)O1)C(C)C)C)C)C(C)C)NC(=O)C3=C4C(=C(C=C3)C)OC5=C(C(=O)C(=C(C5=N4)C(=O)NC6C(OC(=O)C(N(C(=O)CN(C(=O)C7CCCN7C(=O)C(NC6=O)C(C)C)C)C)C(C)C)C)N)C. Drug 2: CCC(=C(C1=CC=CC=C1)C2=CC=C(C=C2)OCCN(C)C)C3=CC=CC=C3.C(C(=O)O)C(CC(=O)O)(C(=O)O)O. Cell line: SK-MEL-5. Synergy scores: CSS=29.2, Synergy_ZIP=15.5, Synergy_Bliss=21.4, Synergy_Loewe=6.32, Synergy_HSA=19.2.